Dataset: Full USPTO retrosynthesis dataset with 1.9M reactions from patents (1976-2016). Task: Predict the reactants needed to synthesize the given product. (1) Given the product [CH2:20]1[C:21]2[C:26](=[CH:25][CH:24]=[CH:23][CH:22]=2)[CH2:34][CH:19]1[CH2:18][CH2:17][N:16]([C@H:27]1[CH2:28][CH2:29][C@H:30]([CH3:33])[CH2:31][CH2:32]1)[C:14](=[O:15])[NH:13][C:11]1[S:12][C:8]([S:7][C:2]([CH3:1])([CH3:6])[C:3]([OH:5])=[O:4])=[CH:9][N:10]=1, predict the reactants needed to synthesize it. The reactants are: [CH3:1][C:2]([S:7][C:8]1[S:12][C:11]([NH:13][C:14]([N:16]([C@H:27]2[CH2:32][CH2:31][C@H:30]([CH3:33])[CH2:29][CH2:28]2)[CH2:17][CH2:18][CH2:19][CH2:20][C:21]2[CH:26]=[CH:25][CH:24]=[CH:23][CH:22]=2)=[O:15])=[N:10][CH:9]=1)([CH3:6])[C:3]([OH:5])=[O:4].[CH2:34]1C2C(=CC=CC=2)CC1CCO.C(OC(=O)C(SC1SC(N)=NC=1)(C)C)C. (2) The reactants are: C(N(CC)CC)C.[NH2:8][CH2:9][C:10]1([CH2:13][N:14]2[C:22]3[C:17](=[CH:18][CH:19]=[C:20]([C:23]([O:25][CH2:26][CH3:27])=[O:24])[CH:21]=3)[CH:16]=[C:15]2[C:28]([O:30]CC)=O)[CH2:12][CH2:11]1.C([O-])([O-])=O.[K+].[K+]. Given the product [O:30]=[C:28]1[C:15]2=[CH:16][C:17]3[CH:18]=[CH:19][C:20]([C:23]([O:25][CH2:26][CH3:27])=[O:24])=[CH:21][C:22]=3[N:14]2[CH2:13][C:10]2([CH2:12][CH2:11]2)[CH2:9][NH:8]1, predict the reactants needed to synthesize it. (3) Given the product [NH2:16][C:8]([C:5]1[CH:6]=[CH:7][C:2]([Br:1])=[C:3]([Cl:23])[CH:4]=1)([CH3:15])[C@@H:9]([CH:10]([CH3:11])[CH3:12])[CH2:13][OH:14], predict the reactants needed to synthesize it. The reactants are: [Br:1][C:2]1[CH:7]=[CH:6][C:5]([C@@:8]([NH:16][S@](C(C)(C)C)=O)([CH3:15])[CH:9]([CH2:13][OH:14])[CH:10]([CH3:12])[CH3:11])=[CH:4][C:3]=1[Cl:23].Cl.CO. (4) The reactants are: P(Br)(Br)[Br:2].[CH2:5]([O:7][C:8]([C:10]1[CH:11]=[N:12][C:13]2[C:18]([C:19]=1O)=[CH:17][C:16]([O:21][CH3:22])=[CH:15][CH:14]=2)=[O:9])[CH3:6]. Given the product [CH2:5]([O:7][C:8]([C:10]1[CH:11]=[N:12][C:13]2[C:18]([C:19]=1[Br:2])=[CH:17][C:16]([O:21][CH3:22])=[CH:15][CH:14]=2)=[O:9])[CH3:6], predict the reactants needed to synthesize it. (5) Given the product [CH3:1][O:2][C:3](=[O:14])[C:4]1[C:5](=[CH:9][CH:10]=[C:11]([F:13])[CH:12]=1)[C:6](/[N:8]=[CH:17]/[N:18]([CH3:20])[CH3:19])=[O:7], predict the reactants needed to synthesize it. The reactants are: [CH3:1][O:2][C:3](=[O:14])[C:4]1[C:5](=[CH:9][CH:10]=[C:11]([F:13])[CH:12]=1)[C:6]([NH2:8])=[O:7].CO[CH:17](OC)[N:18]([CH3:20])[CH3:19].